From a dataset of Retrosynthesis with 50K atom-mapped reactions and 10 reaction types from USPTO. Predict the reactants needed to synthesize the given product. (1) Given the product CC(C)COc1ccc(Cl)cc1Cc1nc(C#N)cs1, predict the reactants needed to synthesize it. The reactants are: CC(C)COc1ccc(Cl)cc1Cc1nc(C(N)=O)cs1. (2) The reactants are: Brc1cccc(Br)n1.CNC. Given the product CN(C)c1cccc(Br)n1, predict the reactants needed to synthesize it. (3) Given the product CCSC(C(=O)NCCCN1CCC(c2cccc(NC(=O)C(C)C)c2)CC1)(c1ccccc1)c1ccccc1, predict the reactants needed to synthesize it. The reactants are: CC(C)C(=O)Nc1cccc(C2CCN(CCCN)CC2)c1.CCSC(C(=O)O)(c1ccccc1)c1ccccc1. (4) Given the product CCCS(=O)(=O)Nc1cc([N+](=O)[O-])ccc1C, predict the reactants needed to synthesize it. The reactants are: CCCS(=O)(=O)Cl.Cc1ccc([N+](=O)[O-])cc1N.